This data is from NCI-60 drug combinations with 297,098 pairs across 59 cell lines. The task is: Regression. Given two drug SMILES strings and cell line genomic features, predict the synergy score measuring deviation from expected non-interaction effect. (1) Drug 1: CN(C)C1=NC(=NC(=N1)N(C)C)N(C)C. Drug 2: C1CNP(=O)(OC1)N(CCCl)CCCl. Cell line: OVCAR-4. Synergy scores: CSS=-3.21, Synergy_ZIP=2.48, Synergy_Bliss=2.43, Synergy_Loewe=-1.00, Synergy_HSA=-1.06. (2) Drug 1: CCCS(=O)(=O)NC1=C(C(=C(C=C1)F)C(=O)C2=CNC3=C2C=C(C=N3)C4=CC=C(C=C4)Cl)F. Drug 2: CC1C(C(CC(O1)OC2CC(CC3=C2C(=C4C(=C3O)C(=O)C5=C(C4=O)C(=CC=C5)OC)O)(C(=O)C)O)N)O.Cl. Cell line: SNB-19. Synergy scores: CSS=47.4, Synergy_ZIP=27.9, Synergy_Bliss=27.7, Synergy_Loewe=-2.76, Synergy_HSA=25.2. (3) Drug 1: CCC(=C(C1=CC=CC=C1)C2=CC=C(C=C2)OCCN(C)C)C3=CC=CC=C3.C(C(=O)O)C(CC(=O)O)(C(=O)O)O. Drug 2: CS(=O)(=O)CCNCC1=CC=C(O1)C2=CC3=C(C=C2)N=CN=C3NC4=CC(=C(C=C4)OCC5=CC(=CC=C5)F)Cl. Cell line: SR. Synergy scores: CSS=9.75, Synergy_ZIP=6.14, Synergy_Bliss=12.5, Synergy_Loewe=8.29, Synergy_HSA=6.88. (4) Drug 1: CN1CCC(CC1)COC2=C(C=C3C(=C2)N=CN=C3NC4=C(C=C(C=C4)Br)F)OC. Drug 2: CC(CN1CC(=O)NC(=O)C1)N2CC(=O)NC(=O)C2. Cell line: HOP-92. Synergy scores: CSS=20.6, Synergy_ZIP=-5.83, Synergy_Bliss=-0.0190, Synergy_Loewe=-8.67, Synergy_HSA=3.14.